This data is from Drug-target binding data from BindingDB using IC50 measurements. The task is: Regression. Given a target protein amino acid sequence and a drug SMILES string, predict the binding affinity score between them. We predict pIC50 (pIC50 = -log10(IC50 in M); higher means more potent). Dataset: bindingdb_ic50. (1) The pIC50 is 4.0. The target protein (P43119) has sequence MADSCRNLTYVRGSVGPATSTLMFVAGVVGNGLALGILSARRPARPSAFAVLVTGLAATDLLGTSFLSPAVFVAYARNSSLLGLARGGPALCDAFAFAMTFFGLASMLILFAMAVERCLALSHPYLYAQLDGPRCARLALPAIYAFCVLFCALPLLGLGQHQQYCPGSWCFLRMRWAQPGGAAFSLAYAGLVALLVAAIFLCNGSVTLSLCRMYRQQKRHQGSLGPRPRTGEDEVDHLILLALMTVVMAVCSLPLTIRCFTQAVAPDSSSEMGDLLAFRFYAFNPILDPWVFILFRKAVFQRLKLWVCCLCLGPAHGDSQTPLSQLASGRRDPRAPSAPVGKEGSCVPLSAWGEGQVEPLPPTQQSSGSAVGTSSKAEASVACSLC. The compound is CCCCC[C@H](O)/C=C/[C@H]1[C@H](O)C[C@H](O)[C@@H]1C/C=C\CCCC(=O)O. (2) The small molecule is NC(=O)C[C@H](NC(=O)Cc1c[nH]c2ccccc12)C(=O)NCCCCNCCCCCCCCNC(=O)[C@H](N)CCN=C(N)N. The target protein (P19490) has sequence MPYIFAFFCTGFLGAVVGANFPNNIQIGGLFPNQQSQEHAAFRFALSQLTEPPKLLPQIDIVNISDSFEMTYRFCSQFSKGVYAIFGFYERRTVNMLTSFCGALHVCFITPSFPVDTSNQFVLQLRPELQEALISIIDHYKWQTFVYIYDADRGLSVLQRVLDTAAEKNWQVTAVNILTTTEEGYRMLFQDLEKKKERLVVVDCESERLNAILGQIVKLEKNGIGYHYILANLGFMDIDLNKFKESGANVTGFQLVNYTDTIPARIMQQWRTSDSRDHTRVDWKRPKYTSALTYDGVKVMAEAFQSLRRQRIDISRRGNAGDCLANPAVPWGQGIDIQRALQQVRFEGLTGNVQFNEKGRRTNYTLHVIEMKHDGIRKIGYWNEDDKFVPAATDAQAGGDNSSVQNRTYIVTTILEDPYVMLKKNANQFEGNDRYEGYCVELAAEIAKHVGYSYRLEIVSDGKYGARDPDTKAWNGMVGELVYGRADVAVAPLTITLVRE.... The pIC50 is 7.1. (3) The compound is N#Cc1ccc(C(=O)Nc2ccc(F)c([C@]34C[C@H]3CCSC(N)=N4)c2)nc1. The target protein (Q6IE75) has sequence MGALLRALLLPLLAQWLLRAVPVLAPAPFTLPLQVAGAANHRASTVPGLGTPELPRADGLALALEPARATANFLAMVDNLQGDSGRGYYLEMLIGTPPQKVRILVDTGSSNFAVAGAPHSYIDTYFDSESSSTYHSKGFEVTVKYTQGSWTGFVGEDLVTIPKGFNSSFLVNIATIFESENFFLPGIKWNGILGLAYAALAKPSSSLETFFDSLVAQAKIPDIFSMQMCGAGLPVAGSGTNGGSLVLGGIEPSLYKGDIWYTPIKEEWYYQIEILKLEIGGQSLNLDCREYNADKAIVDSGTTLLRLPQKVFDAVVEAVARTSLIPEFSDGFWTGAQLACWTNSETPWAYFPKISIYLRDENASRSFRITILPQLYIQPMMGAGFNYECYRFGISSSTNALVIGATVMEGFYVVFDRAQRRVGFAVSPCAEIAGTTVSEISGPFSTEDIASNCVPAQALNEPILWIVSYALMSVCGAILLVLILLLLFPLHCRHAPRDPE.... The pIC50 is 9.0. (4) The small molecule is O=P(O)(O)C(Nc1ccc(F)c(-c2ccccc2)c1)P(=O)(O)O. The target protein sequence is MSARLNNLLQHIAVKDKDSDTMRHLKQRMALASLANQFTVGKDHLKQLMLYMVHQMIEGLEGRESTLRMLPSYVYKTDPSKATGVFYALDLGGTNFRVLRVTCKEGRVADRVDAKFVIPQQALQGTAEDLFGFIAQSVKKMMEQKAPEDLNRTVPLGFTFSFPTEQKGVDHGFLIKWTKGFSTRGVEGKDVVELLQKALKRMEVKVKVVALCNDTVGTLITNYFFDPDTQVGVIIGTGSNACYFEDAYAVTKEPSVAARGTTQTPINMECGNFDSKYKFVLPVTAYDEAMDAVTPNRNFQTQEKMVSGMYLGEISRRMIAHLAELHCLPSALASKMAKPWSFETKFMGMISADRMPGLQFTRQVFQELFQVDVTDVADLHVIRDVCCLVRGRAAQISAMFCSAPLVKTRKEGRATVAIDGSVFEKTPSFRRLLQQNMNAILGPGCDVTTALARDGSGIGAAFISALVVNDK. The pIC50 is 5.4. (5) The pIC50 is 7.5. The compound is COc1ccccc1NC(=O)N[C@H](C(=O)N(CC(=O)NO)CC1CCCC1)C(C)(C)C. The target protein (Q9I7A8) has sequence MAILNILEFPDPRLRTIAKPVEVVDDAVRQLIDDMFETMYEAPGIGLAATQVNVHKRIVVMDLSEDKSEPRVFINPEFEPLTEDMDQYQEGCLSVPGFYENVDRPQKVRIKALDRDGNPFEEVAEGLLAVCIQHECDHLNGKLFVDYLSTLKRDRIRKKLEKQHRQQA. (6) The drug is CC(C)Nc1nc2c(C(=O)N(C)C)c(Cl)c(Cl)cc2n1C1CCN(c2ccccc2)CC1. The target protein (Q9HBA0) has sequence MADSSEGPRAGPGEVAELPGDESGTPGGEAFPLSSLANLFEGEDGSLSPSPADASRPAGPGDGRPNLRMKFQGAFRKGVPNPIDLLESTLYESSVVPGPKKAPMDSLFDYGTYRHHSSDNKRWRKKIIEKQPQSPKAPAPQPPPILKVFNRPILFDIVSRGSTADLDGLLPFLLTHKKRLTDEEFREPSTGKTCLPKALLNLSNGRNDTIPVLLDIAERTGNMREFINSPFRDIYYRGQTALHIAIERRCKHYVELLVAQGADVHAQARGRFFQPKDEGGYFYFGELPLSLAACTNQPHIVNYLTENPHKKADMRRQDSRGNTVLHALVAIADNTRENTKFVTKMYDLLLLKCARLFPDSNLEAVLNNDGLSPLMMAAKTGKIGIFQHIIRREVTDEDTRHLSRKFKDWAYGPVYSSLYDLSSLDTCGEEASVLEILVYNSKIENRHEMLAVEPINELLRDKWRKFGAVSFYINVVSYLCAMVIFTLTAYYQPLEGTPPY.... The pIC50 is 6.7.